From a dataset of Forward reaction prediction with 1.9M reactions from USPTO patents (1976-2016). Predict the product of the given reaction. (1) Given the reactants Br[C:2]1[CH:3]=[C:4]([N:8]2[C:16]3[CH:15]=[CH:14][C:13]([CH3:17])=[CH:12][C:11]=3[C:10]3[CH2:18][N:19]([CH3:22])[CH2:20][CH2:21][C:9]2=3)[CH:5]=[CH:6][CH:7]=1.[C:23]([NH:26][C:27]1[CH:32]=[CH:31][C:30](B2OC(C)(C)C(C)(C)O2)=[CH:29][N:28]=1)(=[O:25])[CH3:24].C([O-])([O-])=O.[K+].[K+].O, predict the reaction product. The product is: [CH3:22][N:19]1[CH2:20][CH2:21][C:9]2[N:8]([C:4]3[CH:3]=[C:2]([C:30]4[CH:31]=[CH:32][C:27]([NH:26][C:23](=[O:25])[CH3:24])=[N:28][CH:29]=4)[CH:7]=[CH:6][CH:5]=3)[C:16]3[CH:15]=[CH:14][C:13]([CH3:17])=[CH:12][C:11]=3[C:10]=2[CH2:18]1. (2) Given the reactants C([O-])(=O)C.[NH4+].[N+:6]([C:9]1[C:24]([C:25](=[O:27])[CH3:26])=[CH:23][C:12]2[O:13][CH2:14][CH2:15][O:16][CH2:17][CH2:18][O:19][CH2:20][CH2:21][O:22][C:11]=2[CH:10]=1)([O-])=O.C1(C)C=CC=CC=1, predict the reaction product. The product is: [NH2:6][C:9]1[C:24]([C:25](=[O:27])[CH3:26])=[CH:23][C:12]2[O:13][CH2:14][CH2:15][O:16][CH2:17][CH2:18][O:19][CH2:20][CH2:21][O:22][C:11]=2[CH:10]=1. (3) Given the reactants [CH2:1]([N:8]1[C:12]2[CH:13]=[CH:14][C:15]([NH:17][C:18]3[CH:27]=[CH:26][C:25]([CH:28]4[CH2:30][CH2:29]4)=[CH:24][C:19]=3[C:20]([O:22]C)=[O:21])=[CH:16][C:11]=2[S:10][C:9]1=[O:31])[C:2]1[CH:7]=[CH:6][CH:5]=[CH:4][CH:3]=1.[OH-].[Na+].O.Cl, predict the reaction product. The product is: [CH2:1]([N:8]1[C:12]2[CH:13]=[CH:14][C:15]([NH:17][C:18]3[CH:27]=[CH:26][C:25]([CH:28]4[CH2:29][CH2:30]4)=[CH:24][C:19]=3[C:20]([OH:22])=[O:21])=[CH:16][C:11]=2[S:10][C:9]1=[O:31])[C:2]1[CH:7]=[CH:6][CH:5]=[CH:4][CH:3]=1. (4) Given the reactants [Br:1][C:2]1[CH:3]=[C:4]([C:9]([OH:11])=[O:10])[C:5](Cl)=[N:6][CH:7]=1.[CH3:12][N:13]1[CH2:17][CH2:16][CH:15]([OH:18])[CH2:14]1.CC(C)([O-])C.[Na+], predict the reaction product. The product is: [Br:1][C:2]1[CH:3]=[C:4]([C:9]([OH:11])=[O:10])[C:5]([O:18][CH:15]2[CH2:16][CH2:17][N:13]([CH3:12])[CH2:14]2)=[N:6][CH:7]=1.